Dataset: Catalyst prediction with 721,799 reactions and 888 catalyst types from USPTO. Task: Predict which catalyst facilitates the given reaction. (1) Reactant: C([O:8][C:9]1[CH:10]=[C:11]2[C:15](=[CH:16][CH:17]=1)[NH:14][N:13]=[C:12]2[C:18]1[NH:19][C:20]2[C:25]([CH:26]=1)=[CH:24][C:23]([O:27][CH2:28][CH2:29][N:30]1[CH2:35][CH2:34][O:33][CH2:32][CH2:31]1)=[CH:22][CH:21]=2)C1C=CC=CC=1.C([O-])=O.[NH4+].C(N(CC)CC)C. Product: [N:30]1([CH2:29][CH2:28][O:27][C:23]2[CH:24]=[C:25]3[C:20](=[CH:21][CH:22]=2)[NH:19][C:18]([C:12]2[C:11]4[C:15](=[CH:16][CH:17]=[C:9]([OH:8])[CH:10]=4)[NH:14][N:13]=2)=[CH:26]3)[CH2:31][CH2:32][O:33][CH2:34][CH2:35]1. The catalyst class is: 29. (2) The catalyst class is: 334. Reactant: [C:1]1([C:7]2[NH:11][CH:10]=[C:9]([CH:12]=[O:13])[CH:8]=2)[CH:6]=[CH:5][CH:4]=[CH:3][CH:2]=1.[H-].[Na+].C1OCCOCCOCCOCCOC1.[S:31]1[C:35]2[CH:36]=[CH:37][CH:38]=[CH:39][C:34]=2[CH:33]=[C:32]1[S:40](Cl)(=[O:42])=[O:41]. Product: [S:31]1[C:35]2[CH:36]=[CH:37][CH:38]=[CH:39][C:34]=2[CH:33]=[C:32]1[S:40]([N:11]1[C:7]([C:1]2[CH:6]=[CH:5][CH:4]=[CH:3][CH:2]=2)=[CH:8][C:9]([CH:12]=[O:13])=[CH:10]1)(=[O:42])=[O:41].